Dataset: Full USPTO retrosynthesis dataset with 1.9M reactions from patents (1976-2016). Task: Predict the reactants needed to synthesize the given product. (1) Given the product [SH:29][C:30]1[CH:36]=[CH:35][CH:34]=[CH:33][C:31]=1[NH:32][C:2]1([C:26]#[N:27])[CH2:7][CH2:6][N:5]([C:8]2[CH:13]=[CH:12][C:11]([N:14]3[CH2:18][C@H:17]([CH2:19][NH:20][C:21](=[O:23])[CH3:22])[O:16][C:15]3=[O:24])=[CH:10][C:9]=2[F:25])[CH2:4][CH2:3]1, predict the reactants needed to synthesize it. The reactants are: O=[C:2]1[CH2:7][CH2:6][N:5]([C:8]2[CH:13]=[CH:12][C:11]([N:14]3[CH2:18][C@H:17]([CH2:19][NH:20][C:21](=[O:23])[CH3:22])[O:16][C:15]3=[O:24])=[CH:10][C:9]=2[F:25])[CH2:4][CH2:3]1.[C-:26]#[N:27].[Na+].[SH:29][C:30]1[CH:36]=[CH:35][CH:34]=[CH:33][C:31]=1[NH2:32]. (2) Given the product [NH2:1][C:2]1[N:7]=[CH:6][C:5]([C@@H:8]([OH:39])[CH2:9][NH:10][CH2:18][C@H:19]2[CH2:28][CH2:27][C:26]3[C:21](=[CH:22][CH:23]=[C:24]([C:29]4[CH:30]=[CH:31][C:32]([C:33]([O:35][CH3:36])=[O:34])=[CH:37][CH:38]=4)[CH:25]=3)[O:20]2)=[CH:4][CH:3]=1, predict the reactants needed to synthesize it. The reactants are: [NH2:1][C:2]1[N:7]=[CH:6][C:5]([C@@H:8]([OH:39])[CH2:9][N:10]([CH2:18][C@H:19]2[CH2:28][CH2:27][C:26]3[C:21](=[CH:22][CH:23]=[C:24]([C:29]4[CH:38]=[CH:37][C:32]([C:33]([O:35][CH3:36])=[O:34])=[CH:31][CH:30]=4)[CH:25]=3)[O:20]2)C(OC(C)(C)C)=O)=[CH:4][CH:3]=1.Cl.O1CCOCC1. (3) Given the product [CH2:28]([N:25]1[CH2:24][CH2:23][N:22]([CH:8]([C:5]2[CH:6]=[CH:7][C:2]([Br:1])=[CH:3][CH:4]=2)[C:9]2[CH:21]=[CH:20][C:12]([C:13]([N:15]([CH2:16][CH3:17])[CH2:18][CH3:19])=[O:14])=[CH:11][CH:10]=2)[CH2:27][CH2:26]1)[C:29]1[CH:34]=[CH:33][CH:32]=[CH:31][CH:30]=1, predict the reactants needed to synthesize it. The reactants are: [Br:1][C:2]1[CH:7]=[CH:6][C:5]([CH:8]([N:22]2[CH2:27][CH2:26][NH:25][CH2:24][CH2:23]2)[C:9]2[CH:21]=[CH:20][C:12]([C:13]([N:15]([CH2:18][CH3:19])[CH2:16][CH3:17])=[O:14])=[CH:11][CH:10]=2)=[CH:4][CH:3]=1.[CH:28](=O)[C:29]1[CH:34]=[CH:33][CH:32]=[CH:31][CH:30]=1.C(O[BH-](OC(=O)C)OC(=O)C)(=O)C.[Na+]. (4) Given the product [CH3:1][O:2][C:3]1[CH:36]=[C:35]([O:37][CH3:38])[CH:34]=[CH:33][C:4]=1[CH2:5][N:6]1[C:11]2[C:12]3[C:13]([CH2:24][CH2:25][CH2:26][C:10]=2[C:9]([OH:27])=[C:8]([C:28]([OH:30])=[O:29])[C:7]1=[O:32])=[C:14]1[C:18](=[CH:19][CH:20]=3)[N:17]([CH3:21])[C:16]([CH2:22][OH:23])=[CH:15]1, predict the reactants needed to synthesize it. The reactants are: [CH3:1][O:2][C:3]1[CH:36]=[C:35]([O:37][CH3:38])[CH:34]=[CH:33][C:4]=1[CH2:5][N:6]1[C:11]2[C:12]3[C:13]([CH2:24][CH2:25][CH2:26][C:10]=2[C:9]([OH:27])=[C:8]([C:28]([O:30]C)=[O:29])[C:7]1=[O:32])=[C:14]1[C:18](=[CH:19][CH:20]=3)[N:17]([CH3:21])[C:16]([CH2:22][OH:23])=[CH:15]1.[Li+].[I-].Cl. (5) The reactants are: [CH3:1][N:2]1[C:6]([C:7]2[S:11][C:10]([S:12](Cl)(=[O:14])=[O:13])=[CH:9][CH:8]=2)=[CH:5][C:4]([C:16]([F:19])([F:18])[F:17])=[N:3]1.[NH2:20][C:21]1[CH:22]=[CH:23][C:24]([Cl:37])=[C:25]([NH:27][C:28]([NH:30][C:31]2[CH:36]=[CH:35][CH:34]=[CH:33][CH:32]=2)=[O:29])[CH:26]=1. Given the product [Cl:37][C:24]1[CH:23]=[CH:22][C:21]([NH:20][S:12]([C:10]2[S:11][C:7]([C:6]3[N:2]([CH3:1])[N:3]=[C:4]([C:16]([F:19])([F:18])[F:17])[CH:5]=3)=[CH:8][CH:9]=2)(=[O:14])=[O:13])=[CH:26][C:25]=1[NH:27][C:28]([NH:30][C:31]1[CH:32]=[CH:33][CH:34]=[CH:35][CH:36]=1)=[O:29], predict the reactants needed to synthesize it.